This data is from Full USPTO retrosynthesis dataset with 1.9M reactions from patents (1976-2016). The task is: Predict the reactants needed to synthesize the given product. (1) Given the product [C:1]([C:3]1[C:8]([C:9]2[CH:14]=[CH:13][CH:12]=[C:11]([CH2:15][N:51]3[CH2:57][CH2:56][CH2:55][NH:54][CH2:53][CH2:52]3)[CH:10]=2)=[CH:7][C:6]([CH2:17][NH:18][C:19]([C:21]2[CH:26]=[CH:25][CH:24]=[C:23]([C:27]([NH:29][CH2:30][C:31]3[C:32]([NH:44][CH:45]4[CH2:50][CH2:49][O:48][CH2:47][CH2:46]4)=[C:33]4[CH:41]=[N:40][N:39]([CH2:42][CH3:43])[C:34]4=[N:35][C:36]=3[CH2:37][CH3:38])=[O:28])[CH:22]=2)=[O:20])=[CH:5][CH:4]=1)#[N:2], predict the reactants needed to synthesize it. The reactants are: [C:1]([C:3]1[C:8]([C:9]2[CH:14]=[CH:13][CH:12]=[C:11]([CH:15]=O)[CH:10]=2)=[CH:7][C:6]([CH2:17][NH:18][C:19]([C:21]2[CH:26]=[CH:25][CH:24]=[C:23]([C:27]([NH:29][CH2:30][C:31]3[C:32]([NH:44][CH:45]4[CH2:50][CH2:49][O:48][CH2:47][CH2:46]4)=[C:33]4[CH:41]=[N:40][N:39]([CH2:42][CH3:43])[C:34]4=[N:35][C:36]=3[CH2:37][CH3:38])=[O:28])[CH:22]=2)=[O:20])=[CH:5][CH:4]=1)#[N:2].[N:51]1(C(OC(C)(C)C)=O)[CH2:57][CH2:56][CH2:55][NH:54][CH2:53][CH2:52]1.C(O[BH-](OC(=O)C)OC(=O)C)(=O)C.[Na+].CC(O)=O. (2) Given the product [C:1]([O:5][C:6]([NH:8][C@H:12]([C:13]([OH:15])=[O:14])[CH2:11][C@@H:10]([CH3:16])[C:9]([OH:17])=[O:18])=[O:7])([CH3:4])([CH3:3])[CH3:2], predict the reactants needed to synthesize it. The reactants are: [C:1]([O:5][C:6]([N:8]1[C@H:12]([C:13]([OH:15])=[O:14])[CH2:11][C@@H:10]([CH3:16])[C:9]1=[O:17])=[O:7])([CH3:4])([CH3:3])[CH3:2].[OH2:18].[OH-].[Li+].O. (3) Given the product [CH3:19][O:20][C:21]1[CH:22]=[CH:23][C:24]([C:25]([NH:27][C:28]2[C:29]([NH:34][CH2:11][C:10]3[CH:13]=[CH:14][C:7]([N:1]4[CH2:6][CH2:5][O:4][CH2:3][CH2:2]4)=[CH:8][CH:9]=3)=[CH:30][CH:31]=[CH:32][CH:33]=2)=[O:26])=[CH:35][CH:36]=1, predict the reactants needed to synthesize it. The reactants are: [N:1]1([C:7]2[CH:14]=[CH:13][C:10]([CH2:11]O)=[CH:9][CH:8]=2)[CH2:6][CH2:5][O:4][CH2:3][CH2:2]1.C(Cl)(Cl)=O.[CH3:19][O:20][C:21]1[CH:36]=[CH:35][C:24]([C:25]([NH:27][C:28]2[C:29]([NH2:34])=[CH:30][CH:31]=[CH:32][CH:33]=2)=[O:26])=[CH:23][CH:22]=1.N1C=CC=CC=1. (4) Given the product [N:1]1([C:22]([C:21]2[CH:20]=[CH:19][C:18]([S:17][CH:15]3[CH2:16][N:13]([C:11]([O:10][C:6]([CH3:9])([CH3:8])[CH3:7])=[O:12])[CH2:14]3)=[CH:26][CH:25]=2)=[O:23])[CH2:5][CH2:4][CH2:3][CH2:2]1, predict the reactants needed to synthesize it. The reactants are: [NH:1]1[CH2:5][CH2:4][CH2:3][CH2:2]1.[C:6]([O:10][C:11]([N:13]1[CH2:16][CH:15]([S:17][C:18]2[CH:26]=[CH:25][C:21]([C:22](O)=[O:23])=[CH:20][CH:19]=2)[CH2:14]1)=[O:12])([CH3:9])([CH3:8])[CH3:7].CCN(C(C)C)C(C)C.CN(C(ON1N=NC2C=CC=CC1=2)=[N+](C)C)C.[B-](F)(F)(F)F. (5) Given the product [CH3:1][C:2]1[CH:3]=[C:4]([CH:26]=[CH:27][C:28]=1[O:29][CH2:31][C:32]1[CH:36]=[C:35]([CH3:37])[O:34][N:33]=1)[NH:5][C:6]1[C:15]2[C:10](=[CH:11][C:12]([O:24][CH3:25])=[CH:13][C:14]=2[O:16][CH:17]2[CH2:22][CH2:21][N:20]([CH3:23])[CH2:19][CH2:18]2)[N:9]=[CH:8][N:7]=1, predict the reactants needed to synthesize it. The reactants are: [CH3:1][C:2]1[CH:3]=[C:4]([CH:26]=[CH:27][C:28]=1[OH:29])[NH:5][C:6]1[C:15]2[C:10](=[CH:11][C:12]([O:24][CH3:25])=[CH:13][C:14]=2[O:16][CH:17]2[CH2:22][CH2:21][N:20]([CH3:23])[CH2:19][CH2:18]2)[N:9]=[CH:8][N:7]=1.Cl[CH2:31][C:32]1[CH:36]=[C:35]([CH3:37])[O:34][N:33]=1.